From a dataset of Full USPTO retrosynthesis dataset with 1.9M reactions from patents (1976-2016). Predict the reactants needed to synthesize the given product. (1) The reactants are: [OH:1][C@H:2]([C@@H](O)C(O)=O)[C:3](O)=O.[NH2:11][C@H:12]([CH2:23][O:24][CH3:25])[C:13]([NH:15][CH2:16][C:17]1[CH:22]=[CH:21][CH:20]=[CH:19][CH:18]=1)=[O:14].[NH4+].[OH-]. Given the product [C:2]([NH:11][C@H:12]([CH2:23][O:24][CH3:25])[C:13]([NH:15][CH2:16][C:17]1[CH:22]=[CH:21][CH:20]=[CH:19][CH:18]=1)=[O:14])(=[O:1])[CH3:3], predict the reactants needed to synthesize it. (2) The reactants are: CS([Cl:5])(=O)=O.[CH2:6]([C:10]1[CH:17]=[CH:16][C:13]([CH2:14]O)=[CH:12][CH:11]=1)[CH2:7][CH2:8][CH3:9].C(N(CC)CC)C. Given the product [CH2:6]([C:10]1[CH:17]=[CH:16][C:13]([CH2:14][Cl:5])=[CH:12][CH:11]=1)[CH2:7][CH2:8][CH3:9], predict the reactants needed to synthesize it. (3) The reactants are: [Cl:1][C:2]1[N:10]=[C:9]2[C:5]([N:6]([CH2:11][C@H:12]3[CH2:17][CH2:16][C@H:15]([CH2:18]I)[CH2:14][CH2:13]3)[CH:7]=[N:8]2)=[C:4]([NH:20][C@@H:21]([CH:23]2[CH2:26][CH2:25][CH2:24]2)[CH3:22])[N:3]=1.CC(C)([O-])C.[K+]. Given the product [Cl:1][C:2]1[N:10]=[C:9]2[C:5]([N:6]([CH2:11][CH:12]3[CH2:13][CH2:14][C:15](=[CH2:18])[CH2:16][CH2:17]3)[CH:7]=[N:8]2)=[C:4]([NH:20][C@@H:21]([CH:23]2[CH2:24][CH2:25][CH2:26]2)[CH3:22])[N:3]=1, predict the reactants needed to synthesize it.